From a dataset of Forward reaction prediction with 1.9M reactions from USPTO patents (1976-2016). Predict the product of the given reaction. (1) Given the reactants [CH3:1][O:2][C:3]1[CH:8]=[C:7]([CH3:9])[C:6]([NH:10][C:11](=[O:17])[O:12][C:13]([CH3:16])([CH3:15])[CH3:14])=[C:5]([CH3:18])[C:4]=1[CH3:19].C([O-])(=O)C.[Na+].[Br:25]Br.O, predict the reaction product. The product is: [Br:25][C:8]1[C:7]([CH3:9])=[C:6]([NH:10][C:11](=[O:17])[O:12][C:13]([CH3:14])([CH3:15])[CH3:16])[C:5]([CH3:18])=[C:4]([CH3:19])[C:3]=1[O:2][CH3:1]. (2) Given the reactants [CH3:1][C:2]1([CH2:7][CH2:8][CH2:9][NH:10][C:11]2[C:20]3[C:15](=[CH:16][CH:17]=[CH:18][CH:19]=3)[N:14]=[CH:13][C:12]=2[NH2:21])[O:6][CH2:5][CH2:4][O:3]1.[C:22](OCC)(OCC)(OCC)[CH3:23], predict the reaction product. The product is: [CH3:22][C:23]1[N:10]([CH2:9][CH2:8][CH2:7][C:2]2([CH3:1])[O:3][CH2:4][CH2:5][O:6]2)[C:11]2[C:20]3[CH:19]=[CH:18][CH:17]=[CH:16][C:15]=3[N:14]=[CH:13][C:12]=2[N:21]=1. (3) Given the reactants [C:1]([NH:5][C:6]([NH:8][CH2:9][C:10]1[CH:11]=[C:12]([C:16]2[CH:21]=[C:20]([C:22]3[NH:26][N:25]=[N:24][N:23]=3)[CH:19]=[CH:18][C:17]=2[OH:27])[CH:13]=[CH:14][CH:15]=1)=[O:7])([CH3:4])([CH3:3])[CH3:2].C(Cl)(Cl)Cl.[OH-].[Na+].Cl.[C:35](OCC)(=[O:37])C, predict the reaction product. The product is: [C:1]([NH:5][C:6]([NH:8][CH2:9][C:10]1[CH:11]=[C:12]([C:16]2[CH:21]=[C:20]([C:22]3[NH:26][N:25]=[N:24][N:23]=3)[CH:19]=[C:18]([CH:35]=[O:37])[C:17]=2[OH:27])[CH:13]=[CH:14][CH:15]=1)=[O:7])([CH3:4])([CH3:2])[CH3:3]. (4) Given the reactants [H-].[Na+].[OH:3][CH:4]1[CH2:7][CH:6]([S:8]([O:11][CH2:12][CH2:13][CH2:14][CH3:15])(=[O:10])=[O:9])[CH2:5]1.[CH2:16](Br)[C:17]1[CH:22]=[CH:21][CH:20]=[CH:19][CH:18]=1.C(OCC)(=O)C, predict the reaction product. The product is: [CH2:16]([O:3][CH:4]1[CH2:7][CH:6]([S:8]([O:11][CH2:12][CH2:13][CH2:14][CH3:15])(=[O:10])=[O:9])[CH2:5]1)[C:17]1[CH:22]=[CH:21][CH:20]=[CH:19][CH:18]=1.